The task is: Predict the reaction yield, written as a fraction of the theoretical maximum amount of product (1.0 means a 100% yield; for example, 0.34 means a 34% yield).. This data is from Reaction yield outcomes from USPTO patents with 853,638 reactions. (1) The reactants are [CH3:1][N:2]([CH:10]1[CH2:15][CH2:14][C:13]([C:16]2[C:24]3[C:19](=[CH:20][CH:21]=[C:22]([NH:25][C:26]([C:28]4[S:29][CH:30]=[CH:31][CH:32]=4)=[NH:27])[CH:23]=3)[NH:18][CH:17]=2)=[CH:12][CH2:11]1)C(=O)OC(C)(C)C.C(O)(C(F)(F)F)=O. The catalyst is C(Cl)Cl. The product is [CH3:1][NH:2][CH:10]1[CH2:15][CH2:14][C:13]([C:16]2[C:24]3[C:19](=[CH:20][CH:21]=[C:22]([NH:25][C:26]([C:28]4[S:29][CH:30]=[CH:31][CH:32]=4)=[NH:27])[CH:23]=3)[NH:18][CH:17]=2)=[CH:12][CH2:11]1. The yield is 0.740. (2) The reactants are F[C:2]1[CH:7]=[CH:6][CH:5]=[CH:4][C:3]=1[N+:8]([O-:10])=[O:9].[N:11]1([CH2:17][CH2:18][NH2:19])[CH2:16][CH2:15][O:14][CH2:13][CH2:12]1.C(N(C(C)C)CC)(C)C. The catalyst is O1CCOCC1. The product is [N:11]1([CH2:17][CH2:18][NH:19][C:6]2[CH:5]=[CH:4][C:3]([N+:8]([O-:10])=[O:9])=[CH:2][CH:7]=2)[CH2:16][CH2:15][O:14][CH2:13][CH2:12]1. The yield is 0.710. (3) The reactants are I[C:2]1[CH:3]=[CH:4][C:5]2[N:6]([CH:8]=[C:9]([NH:11][C:12](=[O:17])[CH2:13][N:14]([CH3:16])[CH3:15])[N:10]=2)[N:7]=1.[NH2:18][C:19]1[CH:20]=[C:21]([OH:25])[CH:22]=[CH:23][CH:24]=1.C(=O)([O-])[O-].[K+].[K+].CN(C)C=O. The catalyst is O. The product is [NH2:18][C:19]1[CH:20]=[C:21]([CH:22]=[CH:23][CH:24]=1)[O:25][C:2]1[CH:3]=[CH:4][C:5]2[N:6]([CH:8]=[C:9]([NH:11][C:12](=[O:17])[CH2:13][N:14]([CH3:16])[CH3:15])[N:10]=2)[N:7]=1. The yield is 0.840.